This data is from TCR-epitope binding with 47,182 pairs between 192 epitopes and 23,139 TCRs. The task is: Binary Classification. Given a T-cell receptor sequence (or CDR3 region) and an epitope sequence, predict whether binding occurs between them. The epitope is IVTDFSVIK. The TCR CDR3 sequence is CASRGELYEQYF. Result: 1 (the TCR binds to the epitope).